Dataset: CYP1A2 inhibition data for predicting drug metabolism from PubChem BioAssay. Task: Regression/Classification. Given a drug SMILES string, predict its absorption, distribution, metabolism, or excretion properties. Task type varies by dataset: regression for continuous measurements (e.g., permeability, clearance, half-life) or binary classification for categorical outcomes (e.g., BBB penetration, CYP inhibition). Dataset: cyp1a2_veith. (1) The drug is Cc1cc(=O)[nH]c(-n2[nH]c(C)cc2=O)n1. The result is 0 (non-inhibitor). (2) The molecule is Cc1ccc(C(=O)NC(=S)Nc2cc(-c3nc4ccccc4s3)ccc2C)cc1. The result is 0 (non-inhibitor). (3) The molecule is Cc1cccc(CNc2cc(-c3ccccc3Cl)ncn2)c1. The result is 1 (inhibitor).